This data is from Reaction yield outcomes from USPTO patents with 853,638 reactions. The task is: Predict the reaction yield, written as a fraction of the theoretical maximum amount of product (1.0 means a 100% yield; for example, 0.34 means a 34% yield). The reactants are C(N(CC)CC)C.[C:8]([C:10]1[CH:18]=[C:17]2[C:13]([C:14]([CH:26]=[O:27])=[CH:15][N:16]2C(OC(C)(C)C)=O)=[CH:12][CH:11]=1)#[N:9].[CH:28](=[N:35][C:36]1[CH:41]=[CH:40][CH:39]=[C:38]([O:42][CH3:43])[CH:37]=1)[C:29]1[CH:34]=[CH:33][CH:32]=[CH:31][CH:30]=1. The catalyst is [Cl-].C([N+]1C(C)=C(CCO)SC=1)C1C=CC=CC=1.C(O)C. The product is [CH3:43][O:42][C:38]1[CH:37]=[C:36]([NH:35][CH:28]([C:29]2[CH:34]=[CH:33][CH:32]=[CH:31][CH:30]=2)[C:26]([C:14]2[C:13]3[C:17](=[CH:18][C:10]([C:8]#[N:9])=[CH:11][CH:12]=3)[NH:16][CH:15]=2)=[O:27])[CH:41]=[CH:40][CH:39]=1. The yield is 0.0900.